The task is: Predict which catalyst facilitates the given reaction.. This data is from Catalyst prediction with 721,799 reactions and 888 catalyst types from USPTO. Reactant: [C:1]([N:5]1[C:9]2=[N:10][CH:11]=[CH:12][CH:13]=[C:8]2/[C:7](=[CH:14]\[C:15]2[C:20]([CH2:21][O:22]C3CCCCO3)=[CH:19][C:18]([Cl:29])=[CH:17][N:16]=2)/[C:6]1=[O:30])([CH3:4])([CH3:3])[CH3:2].[BH4-].[Na+]. Product: [C:1]([N:5]1[C:9]2=[N:10][CH:11]=[CH:12][CH:13]=[C:8]2[CH:7]([CH2:14][C:15]2[C:20]([CH2:21][OH:22])=[CH:19][C:18]([Cl:29])=[CH:17][N:16]=2)[C:6]1=[O:30])([CH3:4])([CH3:2])[CH3:3]. The catalyst class is: 8.